From a dataset of Reaction yield outcomes from USPTO patents with 853,638 reactions. Predict the reaction yield, written as a fraction of the theoretical maximum amount of product (1.0 means a 100% yield; for example, 0.34 means a 34% yield). (1) The reactants are Br[C:2]1[CH:3]=[N:4][CH:5]=[CH:6][CH:7]=1.[CH3:8][C@@H:9]([OH:13])[CH2:10][CH:11]=[CH2:12].C(N(CC)CC)C.C(#N)C. The catalyst is O.C([O-])(=O)C.[Pd+2].C([O-])(=O)C.C1(C)C=CC=CC=1P(C1C=CC=CC=1C)C1C=CC=CC=1C. The product is [N:4]1[CH:5]=[CH:6][CH:7]=[C:2](/[CH:12]=[CH:11]/[CH2:10][C@H:9]([OH:13])[CH3:8])[CH:3]=1. The yield is 0.652. (2) The reactants are [Si]([O:8][C@@H:9]1[CH2:14][C@@H:13]([O:15][CH3:16])[CH2:12][N:11]([C:17]([O:19][CH2:20][C:21]2[CH:26]=[CH:25][CH:24]=[CH:23][CH:22]=2)=[O:18])[CH2:10]1)(C(C)(C)C)(C)C.Cl.C(O)(C)C. The catalyst is CO. The product is [OH:8][C@@H:9]1[CH2:14][C@@H:13]([O:15][CH3:16])[CH2:12][N:11]([C:17]([O:19][CH2:20][C:21]2[CH:26]=[CH:25][CH:24]=[CH:23][CH:22]=2)=[O:18])[CH2:10]1. The yield is 0.920. (3) The reactants are [Si](OCCO[NH:12][C:13]([C:15]1[C:16]2[CH2:34][C:33](C)(C)[CH2:32][C:17]=2[C:18](=O)[N:19](C)[C:20]=1NC1C=CC(I)=CC=1F)=[O:14])(C(C)(C)C)(C)C.CCCC[N+](CCCC)(CCCC)CCCC.[F-]. The catalyst is C1COCC1. The product is [CH2:18]1[C:17]2[CH2:32][CH2:33][CH2:34][C:16]=2[C:15]([C:13]([NH2:12])=[O:14])=[CH:20][NH:19]1. The yield is 0.300. (4) The reactants are Cl[C:2]1[CH:7]=[C:6]([N:8]2[CH2:12][CH2:11][CH2:10][CH2:9]2)[N:5]=[C:4](/[CH:13]=[CH:14]/[C:15]2[N:24]=[C:23]([N:25]([CH3:27])[CH3:26])[C:22]3[C:17](=[CH:18][CH:19]=[CH:20][CH:21]=3)[N:16]=2)[N:3]=1.[H-].[Na+].CN(C)CCNC.CN(C)C=[O:40]. No catalyst specified. The product is [CH3:26][N:25]([CH3:27])[C:23]1[C:22]2[C:17](=[CH:18][CH:19]=[CH:20][CH:21]=2)[N:16]=[C:15](/[CH:14]=[CH:13]/[C:4]2[N:3]=[C:2]([OH:40])[CH:7]=[C:6]([N:8]3[CH2:12][CH2:11][CH2:10][CH2:9]3)[N:5]=2)[N:24]=1. The yield is 0.430.